This data is from Forward reaction prediction with 1.9M reactions from USPTO patents (1976-2016). The task is: Predict the product of the given reaction. (1) The product is: [CH3:1][C:2]1[N:3]=[C:4]2[CH:12]=[CH:11][CH:10]=[C:9]3[N:5]2[C:6]=1[C:7](=[O:13])[N:8]3[CH2:17][CH2:18][CH2:19][CH2:20][CH2:21][N:22]1[C:23](=[O:32])[C:24]2=[CH:31][CH:30]=[CH:29][CH:28]=[C:25]2[C:26]1=[O:27]. Given the reactants [CH3:1][C:2]1[N:3]=[C:4]2[CH:12]=[CH:11][CH:10]=[C:9]3[N:5]2[C:6]=1[C:7](=[O:13])[NH:8]3.[H-].[Na+].Br[CH2:17][CH2:18][CH2:19][CH2:20][CH2:21][N:22]1[C:26](=[O:27])[C:25]2=[CH:28][CH:29]=[CH:30][CH:31]=[C:24]2[C:23]1=[O:32].O, predict the reaction product. (2) The product is: [Cl:27][C@@:25]1([F:26])[C@H:24]([O:28][Si:29]([CH:33]([CH3:34])[CH3:35])([CH:30]([CH3:31])[CH3:32])[CH:36]([CH3:38])[CH3:37])[C@@H:23]([CH2:39][O:40][Si:41]([CH:42]([CH3:44])[CH3:43])([CH:45]([CH3:47])[CH3:46])[CH:48]([CH3:50])[CH3:49])[O:22][C@H:21]1[N:1]1[CH:8]=[CH:7][C:5](=[O:6])[NH:4][C:2]1=[O:3]. Given the reactants [NH:1]1[CH:8]=[CH:7][C:5](=[O:6])[NH:4][C:2]1=[O:3].S([O-])([O-])(=O)=O.[NH4+].[NH4+].CS(O[C@H:21]1[C@:25]([Cl:27])([F:26])[C@H:24]([O:28][Si:29]([CH:36]([CH3:38])[CH3:37])([CH:33]([CH3:35])[CH3:34])[CH:30]([CH3:32])[CH3:31])[C@@H:23]([CH2:39][O:40][Si:41]([CH:48]([CH3:50])[CH3:49])([CH:45]([CH3:47])[CH3:46])[CH:42]([CH3:44])[CH3:43])[O:22]1)(=O)=O.O([Si](C)(C)C)S(C(F)(F)F)(=O)=O.C(=O)([O-])O.[Na+], predict the reaction product. (3) Given the reactants B([O-])=O.[Na+].[Br:5][C:6]1[CH:11]=[CH:10][C:9](I)=[CH:8][CH:7]=1.Cl.[NH3+]N.[F:16][C:17]1[C:22]([F:23])=[C:21]([O:24][CH2:25][CH3:26])[CH:20]=[CH:19][C:18]=1B(O)O, predict the reaction product. The product is: [Br:5][C:6]1([C:18]2[CH:19]=[CH:20][C:21]([O:24][CH2:25][CH3:26])=[C:22]([F:23])[C:17]=2[F:16])[CH:11]=[CH:10][CH:9]=[CH:8][CH2:7]1. (4) Given the reactants COC1C=C(C(Cl)=O)C=CC=1.[CH3:12][O:13][C:14]1[CH:15]=[C:16]2[C:21](=[CH:22][C:23]=1[O:24][CH3:25])[N:20]=[CH:19][CH:18]=[C:17]2[O:26][C:27]1[CH:33]=[CH:32][C:30]([NH2:31])=[CH:29][CH:28]=1.[CH3:34][O:35][C:36]1[CH:37]=[C:38]([C:42]([N:44]=[C:45]=[S:46])=[O:43])[CH:39]=[CH:40][CH:41]=1, predict the reaction product. The product is: [CH3:34][O:35][C:36]1[CH:37]=[C:38]([C:42]([N:44]=[C:45]=[S:46])=[O:43])[CH:39]=[CH:40][CH:41]=1.[CH3:12][O:13][C:14]1[CH:15]=[C:16]2[C:21](=[CH:22][C:23]=1[O:24][CH3:25])[N:20]=[CH:19][CH:18]=[C:17]2[O:26][C:27]1[CH:33]=[CH:32][C:30]([NH:31][C:45]([NH:44][C:42](=[O:43])[C:38]2[CH:39]=[CH:40][CH:41]=[C:36]([O:35][CH3:34])[CH:37]=2)=[S:46])=[CH:29][CH:28]=1. (5) Given the reactants C[Mg]Cl.O1CCCC1.[CH:9](=O)/[CH:10]=[CH:11]/[CH:12]=[CH:13]/[CH2:14][CH2:15][CH2:16][CH3:17].BrCBr.C([Mg]Cl)(C)(C)C.C([O:30][CH2:31][CH3:32])C, predict the reaction product. The product is: [CH:14](/[CH:15]1[CH2:17][CH:16]1[CH:31]([OH:30])[CH3:32])=[CH:13]\[CH2:12][CH2:11][CH2:10][CH3:9]. (6) Given the reactants C[N:2](C)[CH:3]=[CH:4][C:5]([C:7]1[C:12](=[O:13])[CH:11]=[CH:10][N:9]([C:14]2[CH:19]=[CH:18][CH:17]=[C:16]([C:20]([F:23])([F:22])[F:21])[CH:15]=2)[N:8]=1)=O.Cl.[Cl:26][C:27]1[CH:32]=[CH:31][CH:30]=[CH:29][C:28]=1[NH:33]N.CCN(CC)CC, predict the reaction product. The product is: [Cl:26][C:27]1[CH:32]=[CH:31][CH:30]=[CH:29][C:28]=1[N:33]1[C:5]([C:7]2[C:12](=[O:13])[CH:11]=[CH:10][N:9]([C:14]3[CH:19]=[CH:18][CH:17]=[C:16]([C:20]([F:23])([F:22])[F:21])[CH:15]=3)[N:8]=2)=[CH:4][CH:3]=[N:2]1.